This data is from Catalyst prediction with 721,799 reactions and 888 catalyst types from USPTO. The task is: Predict which catalyst facilitates the given reaction. (1) Reactant: [Br:1][C:2]1[CH:7]=[C:6]([Cl:8])[C:5]([OH:9])=[C:4]([Cl:10])[CH:3]=1.O[C@@H:12]([CH2:17][C:18]1[CH:23]=[CH:22][CH:21]=[CH:20][CH:19]=1)[C:13]([O:15][CH3:16])=[O:14].C1(P(C2C=CC=CC=2)C2C=CC=CC=2)C=CC=CC=1.CCOC(/N=N/C(OCC)=O)=O. Product: [Br:1][C:2]1[CH:7]=[C:6]([Cl:8])[C:5]([O:9][C@H:12]([CH2:17][C:18]2[CH:23]=[CH:22][CH:21]=[CH:20][CH:19]=2)[C:13]([O:15][CH3:16])=[O:14])=[C:4]([Cl:10])[CH:3]=1. The catalyst class is: 1. (2) Reactant: [Br:1]C1C(N2CCOCC2)=NC(NC2C=C(F)C=C(F)C=2)=NC=1.[CH2:23]([O:25][C:26]([C:28]1C=[N:30][CH:31]=[C:32](B(O)O)[CH:33]=1)=[O:27])C.[CH:37]1(P([CH:37]2[CH2:42]CC[CH2:39][CH2:38]2)C2C=CC=CC=2C2C(C(C)C)=CC(C(C)C)=CC=2C(C)C)[CH2:42]CC[CH2:39][CH2:38]1.C(=O)([O-])[O-].[Na+].[Na+]. Product: [Br:1][C:37]1[CH:42]=[C:31]2[C:32]([CH:33]=[C:28]([C:26]([O:25][CH3:23])=[O:27])[NH:30]2)=[CH:39][CH:38]=1. The catalyst class is: 744. (3) Reactant: [CH2:1]([O:3][C:4](=[O:19])[CH2:5][NH:6][C@@H:7]([C@@H:15]([CH3:18])[CH2:16][CH3:17])[C:8]([O:10][C:11]([CH3:14])([CH3:13])[CH3:12])=[O:9])[CH3:2].ClS([N:24]=[C:25]=[O:26])(=O)=O.O. Product: [NH2:24][C:25]([N:6]([CH2:5][C:4]([O:3][CH2:1][CH3:2])=[O:19])[C@@H:7]([C@@H:15]([CH3:18])[CH2:16][CH3:17])[C:8]([O:10][C:11]([CH3:12])([CH3:13])[CH3:14])=[O:9])=[O:26]. The catalyst class is: 4. (4) Reactant: [N:1]1[N:5]2[C:6]([N:10]3[CH2:14][CH2:13][CH2:12][C@@H:11]3[CH2:15][OH:16])=[CH:7][CH:8]=[N:9][C:4]2=[N:3][CH:2]=1.C(N(CC)CC)C.[CH3:24][S:25](Cl)(=[O:27])=[O:26].O. Product: [CH3:24][S:25]([O:16][CH2:15][C@H:11]1[CH2:12][CH2:13][CH2:14][N:10]1[C:6]1[N:5]2[N:1]=[CH:2][N:3]=[C:4]2[N:9]=[CH:8][CH:7]=1)(=[O:27])=[O:26]. The catalyst class is: 4. (5) Reactant: FC(F)(F)C(O)=O.[CH2:8]([N:10]([CH2:61][CH3:62])[CH2:11][CH2:12][NH:13][C:14]([C:16]1[CH:21]=[CH:20][C:19]([C:22]2[CH:27]=[CH:26][C:25]([CH2:28][C@H:29]([NH:42][C:43]([C@H:45]3[CH2:50][CH2:49][C@H:48]([CH2:51][NH:52]C(=O)OC(C)(C)C)[CH2:47][CH2:46]3)=[O:44])[C:30]([NH:32][C:33]3[CH:41]=[C:40]4[C:36]([CH:37]=[N:38][NH:39]4)=[CH:35][CH:34]=3)=[O:31])=[CH:24][CH:23]=2)=[C:18]([CH3:60])[CH:17]=1)=[O:15])[CH3:9].[ClH:63]. Product: [ClH:63].[NH2:52][CH2:51][C@H:48]1[CH2:49][CH2:50][C@H:45]([C:43]([NH:42][C@H:29]([C:30]([NH:32][C:33]2[CH:41]=[C:40]3[C:36]([CH:37]=[N:38][NH:39]3)=[CH:35][CH:34]=2)=[O:31])[CH2:28][C:25]2[CH:26]=[CH:27][C:22]([C:19]3[CH:20]=[CH:21][C:16]([C:14]([NH:13][CH2:12][CH2:11][N:10]([CH2:61][CH3:62])[CH2:8][CH3:9])=[O:15])=[CH:17][C:18]=3[CH3:60])=[CH:23][CH:24]=2)=[O:44])[CH2:46][CH2:47]1. The catalyst class is: 12.